This data is from Reaction yield outcomes from USPTO patents with 853,638 reactions. The task is: Predict the reaction yield, written as a fraction of the theoretical maximum amount of product (1.0 means a 100% yield; for example, 0.34 means a 34% yield). (1) The reactants are [Br:1][C:2]1[CH:6]=[CH:5][S:4][C:3]=1[CH:7]=O.[NH:9]1[CH2:14][CH2:13][O:12][CH2:11][CH2:10]1.C(Cl)Cl.C(O[BH-](OC(=O)C)OC(=O)C)(=O)C.[Na+]. The catalyst is CCOC(C)=O. The product is [Br:1][C:2]1[CH:6]=[CH:5][S:4][C:3]=1[CH2:7][N:9]1[CH2:14][CH2:13][O:12][CH2:11][CH2:10]1. The yield is 0.840. (2) The reactants are [CH2:1]([O:8][C:9]([NH:11][C@@H:12]([C:16]12[CH2:25][CH:20]3[CH2:21][CH:22]([CH2:24][C:18]([OH:26])([CH2:19]3)[CH2:17]1)[CH2:23]2)[C:13](O)=[O:14])=[O:10])[C:2]1[CH:7]=[CH:6][CH:5]=[CH:4][CH:3]=1.[C@H:27]12[CH2:32][C@H:31]1[CH2:30][C@@H:29]([C:33]([NH2:35])=[O:34])[NH:28]2.ON1C2C=CC=CC=2N=N1.C(N(CC)C(C)C)(C)C. The catalyst is CN(C)C=O. The product is [C:33]([C@@H:29]1[CH2:30][C@H:31]2[C@H:27]([CH2:32]2)[N:28]1[C:13](=[O:14])[C@@H:12]([NH:11][C:9](=[O:10])[O:8][CH2:1][C:2]1[CH:7]=[CH:6][CH:5]=[CH:4][CH:3]=1)[C:16]12[CH2:25][CH:20]3[CH2:21][CH:22]([CH2:24][C:18]([OH:26])([CH2:19]3)[CH2:17]1)[CH2:23]2)(=[O:34])[NH2:35]. The yield is 0.900. (3) The reactants are [CH2:1]([N:3]1[CH:7]=[C:6]([NH:8][C:9]2[C:14]([NH2:15])=[CH:13][N:12]=[C:11]([NH:16][C:17]3[CH:18]=[N:19][N:20]([CH:22]4[CH2:27][CH2:26][O:25][CH2:24][CH2:23]4)[CH:21]=3)[N:10]=2)[CH:5]=[N:4]1)[CH3:2].[CH:28](OC)(OC)OC. No catalyst specified. The product is [CH2:1]([N:3]1[CH:7]=[C:6]([N:8]2[CH:28]=[N:15][C:14]3[C:9]2=[N:10][C:11]([NH:16][C:17]2[CH:18]=[N:19][N:20]([CH:22]4[CH2:27][CH2:26][O:25][CH2:24][CH2:23]4)[CH:21]=2)=[N:12][CH:13]=3)[CH:5]=[N:4]1)[CH3:2]. The yield is 0.490. (4) The reactants are [CH2:1]([O:8][C:9]1[N:24]=[C:23]([C:25]2[CH:26]=[C:27]3[C:31](=[CH:32][CH:33]=2)[N:30]([CH3:34])[CH:29]=[CH:28]3)[C:22]([OH:35])=[C:21]([O:36][CH2:37][C:38]2[CH:43]=[CH:42][CH:41]=[CH:40][CH:39]=2)[C:10]=1[C:11]([O:13][CH2:14][C:15]1[CH:20]=[CH:19][CH:18]=[CH:17][CH:16]=1)=[O:12])[C:2]1[CH:7]=[CH:6][CH:5]=[CH:4][CH:3]=1.[H-].[Na+].I[CH3:47]. The catalyst is CN(C=O)C. The product is [CH2:1]([O:8][C:9]1[N:24]=[C:23]([C:25]2[CH:26]=[C:27]3[C:31](=[CH:32][CH:33]=2)[N:30]([CH3:34])[CH:29]=[CH:28]3)[C:22]([O:35][CH3:47])=[C:21]([O:36][CH2:37][C:38]2[CH:43]=[CH:42][CH:41]=[CH:40][CH:39]=2)[C:10]=1[C:11]([O:13][CH2:14][C:15]1[CH:16]=[CH:17][CH:18]=[CH:19][CH:20]=1)=[O:12])[C:2]1[CH:7]=[CH:6][CH:5]=[CH:4][CH:3]=1. The yield is 0.890. (5) The reactants are [CH3:1][O:2][C:3]1[CH:4]=[C:5](CCN)[CH:6]=[CH:7][CH:8]=1.Br[CH2:13][CH2:14][CH2:15][C:16]([O:18][CH2:19][CH3:20])=[O:17].[CH:21]([N:24](C(C)C)CC)(C)[CH3:22]. No catalyst specified. The product is [CH2:21]([N:24]([C:5]1[CH:6]=[CH:7][CH:8]=[C:3]([O:2][CH3:1])[CH:4]=1)[CH2:13][CH2:14][CH2:15][C:16]([O:18][CH2:19][CH3:20])=[O:17])[CH3:22]. The yield is 0.950. (6) The reactants are [C:1]([C:3]1[CH:4]=[N:5][CH:6]=[C:7]([CH:20]=1)[C:8]([N:10]=[S@@:11]([CH3:19])(=[O:18])[C:12]1[CH:17]=[CH:16][CH:15]=[CH:14][CH:13]=1)=[O:9])#[CH:2].I[C:22]1[CH:30]=[CH:29][C:25]([C:26]([OH:28])=[O:27])=[CH:24][CH:23]=1. No catalyst specified. The product is [CH3:19][S@:11](=[N:10][C:8]([C:7]1[CH:20]=[C:3]([C:1]#[C:2][C:22]2[CH:30]=[CH:29][C:25]([C:26]([OH:28])=[O:27])=[CH:24][CH:23]=2)[CH:4]=[N:5][CH:6]=1)=[O:9])(=[O:18])[C:12]1[CH:13]=[CH:14][CH:15]=[CH:16][CH:17]=1. The yield is 0.490. (7) The reactants are Br[CH2:2][CH2:3][C:4]1[C:9]([F:10])=[C:8]([F:11])[CH:7]=[CH:6][C:5]=1[CH2:12]Br.[Br:14][C:15]1[CH:23]=[C:22]2[C:18]([CH2:19][CH2:20][C:21]2=[O:24])=[CH:17][CH:16]=1.[H-].[Na+]. The catalyst is C1COCC1. The product is [Br:14][C:15]1[CH:23]=[C:22]2[C:18]([CH2:19][C:20]3([C:21]2=[O:24])[CH2:2][CH2:3][C:4]2[C:5](=[CH:6][CH:7]=[C:8]([F:11])[C:9]=2[F:10])[CH2:12]3)=[CH:17][CH:16]=1. The yield is 0.460. (8) The reactants are Cl.[OH:2][C:3]1[C:8](=[O:9])[CH:7]=[CH:6][N:5]([CH3:10])[CH:4]=1.C[O:12][CH:13](O)[C:14]([F:17])([F:16])[F:15].Cl. The catalyst is [OH-].[Na+]. The product is [OH:2][C:3]1[C:8](=[O:9])[CH:7]=[CH:6][N:5]([CH3:10])[C:4]=1[CH:13]([OH:12])[C:14]([F:17])([F:16])[F:15]. The yield is 0.680.